This data is from Clinical trial toxicity outcomes and FDA approval status for drugs. The task is: Regression/Classification. Given a drug SMILES string, predict its toxicity properties. Task type varies by dataset: regression for continuous values (e.g., LD50, hERG inhibition percentage) or binary classification for toxic/non-toxic outcomes (e.g., AMES mutagenicity, cardiotoxicity, hepatotoxicity). Dataset: clintox. The molecule is CC1(O)CC(c2nc(-c3ccc4ccc(-c5ccccc5)nc4c3)c3c(N)nccn23)C1. The result is 1 (failed clinical trial for toxicity).